Task: Predict the reaction yield, written as a fraction of the theoretical maximum amount of product (1.0 means a 100% yield; for example, 0.34 means a 34% yield).. Dataset: Reaction yield outcomes from USPTO patents with 853,638 reactions (1) The reactants are I[C:2]1[CH:3]=[C:4]([CH:8]=[C:9]([N+:11]([O-:13])=[O:12])[CH:10]=1)[C:5]([OH:7])=[O:6].B(O)(O)[C:15]1[CH:16]=[CH:17][C:18]([CH3:21])=[CH:19][CH:20]=1.C([O-])([O-])=O.[Cs+].[Cs+].[OH-].[Na+]. The catalyst is C1(C)C=CC=CC=1.C(O)C.O.C1C=CC([P]([Pd]([P](C2C=CC=CC=2)(C2C=CC=CC=2)C2C=CC=CC=2)([P](C2C=CC=CC=2)(C2C=CC=CC=2)C2C=CC=CC=2)[P](C2C=CC=CC=2)(C2C=CC=CC=2)C2C=CC=CC=2)(C2C=CC=CC=2)C2C=CC=CC=2)=CC=1. The product is [CH3:21][C:18]1[CH:19]=[CH:20][C:15]([C:2]2[CH:10]=[C:9]([N+:11]([O-:13])=[O:12])[CH:8]=[C:4]([C:5]([OH:7])=[O:6])[CH:3]=2)=[CH:16][CH:17]=1. The yield is 0.972. (2) The product is [F:25][C:26]1[CH:34]=[CH:33][CH:32]=[CH:31][C:27]=1[C:28]([N:57]1[CH2:58][CH2:59][N:54]2[N:53]=[C:52]([CH2:51][O:44][C:45]3[CH:46]=[CH:47][CH:48]=[CH:49][CH:50]=3)[CH:60]=[C:55]2[CH2:56]1)=[O:30]. The reactants are F[P-](F)(F)(F)(F)F.N1(OC(N(C)C)=[N+](C)C)C2N=CC=CC=2N=N1.[F:25][C:26]1[CH:34]=[CH:33][CH:32]=[CH:31][C:27]=1[C:28]([OH:30])=O.CCN(C(C)C)C(C)C.[O:44]([CH2:51][C:52]1[CH:60]=[C:55]2[CH2:56][NH:57][CH2:58][CH2:59][N:54]2[N:53]=1)[C:45]1[CH:50]=[CH:49][CH:48]=[CH:47][CH:46]=1. The yield is 0.410. The catalyst is CN(C=O)C.[NH4+].[Cl-]. (3) The reactants are [CH2:1]([O:8][C:9](/[N:11]=[C:12]1/[N:13](C(OCC2C=CC=CC=2)=O)[C:14]([CH2:18][C:19](N(OC)C)=[O:20])=[CH:15][CH:16]=[CH:17]/1)=[O:10])[C:2]1[CH:7]=[CH:6][CH:5]=[CH:4][CH:3]=1.[CH:35]([Mg]Br)=[CH2:36]. The catalyst is C1COCC1. The product is [CH2:1]([O:8][C:9](=[O:10])[NH:11][C:12]1[CH:17]=[CH:16][CH:15]=[C:14]([CH2:18][C:19](=[O:20])[CH:35]=[CH2:36])[N:13]=1)[C:2]1[CH:3]=[CH:4][CH:5]=[CH:6][CH:7]=1. The yield is 0.670. (4) The reactants are Br[CH2:2][C:3]([CH3:20])=[CH:4][CH2:5][C:6]1[C:14]([OH:15])=[C:13]2[C:9]([CH2:10][O:11][C:12]2=[O:16])=[C:8]([CH3:17])[C:7]=1[O:18][CH3:19].[CH3:21][O:22][P:23]([O:26]C)[O:24][CH3:25]. No catalyst specified. The product is [CH3:21][O:22][P:23]([CH2:2][C:3]([CH3:20])=[CH:4][CH2:5][C:6]1[C:14]([OH:15])=[C:13]2[C:9](=[C:8]([CH3:17])[C:7]=1[O:18][CH3:19])[CH2:10][O:11][C:12]2=[O:16])(=[O:26])[O:24][CH3:25]. The yield is 0.600.